This data is from Full USPTO retrosynthesis dataset with 1.9M reactions from patents (1976-2016). The task is: Predict the reactants needed to synthesize the given product. (1) Given the product [CH:1](/[C:4](=[CH:8]\[CH:9]=[C:10]([CH3:12])[CH3:11])/[CH2:5][OH:6])([CH3:3])[CH3:2], predict the reactants needed to synthesize it. The reactants are: [CH:1](/[C:4](=[CH:8]\[CH:9]=[C:10]([CH3:12])[CH3:11])/[C:5](O)=[O:6])([CH3:3])[CH3:2].O1CCCC1.[H-].[Al+3].[Li+].[H-].[H-].[H-].[OH-].[Na+]. (2) Given the product [CH3:1][C:2]1[CH:7]=[C:6]([N:8]2[CH2:12][CH2:11][CH:10]([N:13]3[CH2:17][CH2:16][CH2:15][CH:14]3[CH3:18])[CH2:9]2)[CH:5]=[CH:4][C:3]=1[NH:19][C:32]([C:21]1[N:20]=[C:24]2[N:23]([CH:22]=1)[C:27]1[CH:28]=[CH:29][CH:30]=[CH:31][C:26]=1[S:25]2)=[O:33], predict the reactants needed to synthesize it. The reactants are: [CH3:1][C:2]1[CH:7]=[C:6]([N:8]2[CH2:12][CH2:11][CH:10]([N:13]3[CH2:17][CH2:16][CH2:15][CH:14]3[CH3:18])[CH2:9]2)[CH:5]=[CH:4][C:3]=1[NH2:19].[N:20]1[C:21]([C:32](O)=[O:33])=[CH:22][N:23]2[C:27]3[CH:28]=[CH:29][CH:30]=[CH:31][C:26]=3[S:25][C:24]=12. (3) Given the product [Cl:1][C:2]1[C:7]([CH3:8])=[C:6]([CH2:9][Cl:18])[CH:5]=[CH:4][N:3]=1, predict the reactants needed to synthesize it. The reactants are: [Cl:1][C:2]1[C:7]([CH3:8])=[C:6]([CH2:9]O)[CH:5]=[CH:4][N:3]=1.CN(C=O)C.O=P(Cl)(Cl)[Cl:18]. (4) Given the product [Cl:1][C:2]1[N:7]=[C:6]([NH:11][CH2:9][CH3:10])[CH:5]=[CH:4][N:3]=1.[Cl:8][C:6]1[CH:5]=[CH:4][N:3]=[C:2]([NH:11][CH2:9][CH3:10])[N:7]=1, predict the reactants needed to synthesize it. The reactants are: [Cl:1][C:2]1[N:7]=[C:6]([Cl:8])[CH:5]=[CH:4][N:3]=1.[CH2:9]([NH2:11])[CH3:10].C([O-])(O)=O.[Na+].